This data is from Human liver microsome stability data. The task is: Regression/Classification. Given a drug SMILES string, predict its absorption, distribution, metabolism, or excretion properties. Task type varies by dataset: regression for continuous measurements (e.g., permeability, clearance, half-life) or binary classification for categorical outcomes (e.g., BBB penetration, CYP inhibition). Dataset: hlm. (1) The compound is Cc1cc(-c2ccc(OC(=O)Nc3ccc(-c4cnccn4)cn3)cc2)ccn1. The result is 1 (stable in human liver microsomes). (2) The drug is CSCCNC(=O)Cn1cc(CN2CCN(c3cc(C(=O)Nc4ccc5c(c4)-c4c(c(C(N)=O)nn4-c4ccc(F)cc4)CC5)c(Cl)cn3)CC2)cn1. The result is 1 (stable in human liver microsomes). (3) The drug is COc1cnc(-c2cccc(C)n2)c2[nH]cc(C(=O)C(=O)N3CCN(C(=O)c4ccccc4)CC3)c12. The result is 1 (stable in human liver microsomes). (4) The compound is O=C(N[C@@H](Cc1c[nH]c2ccccc12)C(=O)Nc1ccncc1)c1cc(F)ccc1F. The result is 1 (stable in human liver microsomes).